Task: Predict which catalyst facilitates the given reaction.. Dataset: Catalyst prediction with 721,799 reactions and 888 catalyst types from USPTO (1) Product: [CH2:1]([O:19][C:12]1[CH:11]=[C:10]([O:27][CH2:28][C:29]2[CH:34]=[CH:33][CH:32]=[CH:31][CH:30]=2)[C:9]([C:6]([CH3:35])=[CH2:7])=[CH:18][C:13]=1[C:14]([O:16][CH3:17])=[O:15])[C:2]1[CH:40]=[CH:39][CH:38]=[CH:4][CH:3]=1. The catalyst class is: 629. Reactant: [CH2:1]([Li])[CH2:2][CH2:3][CH3:4].[C:6]([C:9]1[C:10]([O:27][CH2:28][C:29]2[CH:34]=[CH:33][CH:32]=[CH:31][CH:30]=2)=[CH:11][C:12]([O:19]CC2C=CC=CC=2)=[C:13]([CH:18]=1)[C:14]([O:16][CH3:17])=[O:15])(=O)[CH3:7].[CH3:35]O.O1C[CH2:40][CH2:39][CH2:38]1. (2) Reactant: [N+:1]([C:4]1[CH:5]=[C:6]2[C:10](=[CH:11][CH:12]=1)[NH:9][CH2:8][CH2:7]2)([O-:3])=[O:2].[H-].[Na+].[H][H].Cl.[CH3:18][N:19]([CH3:24])[CH2:20][CH2:21][CH2:22]Cl. Product: [CH3:18][N:19]([CH3:24])[CH2:20][CH2:21][CH2:22][N:9]1[C:10]2[C:6](=[CH:5][C:4]([N+:1]([O-:3])=[O:2])=[CH:12][CH:11]=2)[CH2:7][CH2:8]1. The catalyst class is: 3. (3) Reactant: [Cl:1][C:2]1[CH:7]=[CH:6][CH:5]=[CH:4][C:3]=1[C:8]1[N:9]=[C:10]([NH:13][C:14]2[CH:23]=[CH:22][C:17]([O:18][CH2:19][C:20]#[N:21])=[CH:16][CH:15]=2)[S:11][CH:12]=1.[N-:24]=[N+:25]=[N-:26].[Na+].[Cl-].[NH4+]. Product: [NH:24]1[C:20]([CH2:19][O:18][C:17]2[CH:16]=[CH:15][C:14]([NH:13][C:10]3[S:11][CH:12]=[C:8]([C:3]4[CH:4]=[CH:5][CH:6]=[CH:7][C:2]=4[Cl:1])[N:9]=3)=[CH:23][CH:22]=2)=[N:21][N:26]=[N:25]1. The catalyst class is: 3. (4) Reactant: [C:1]([CH2:3][CH2:4][S:5][C:6]1[CH:11]=[C:10]([NH2:12])[C:9]([S:13][CH2:14][CH2:15][C:16]#[N:17])=[CH:8][C:7]=1[NH:18][C:19](=[O:29])[C:20]1[CH:25]=[CH:24][C:23]([N+:26]([O-:28])=[O:27])=[CH:22][CH:21]=1)#[N:2].[OH:30][C:31]1[CH:39]=[CH:38][C:34]([C:35](O)=[O:36])=[CH:33][CH:32]=1. Product: [C:16]([CH2:15][CH2:14][S:13][C:9]1[CH:8]=[C:7]([NH:18][C:19](=[O:29])[C:20]2[CH:21]=[CH:22][C:23]([N+:26]([O-:28])=[O:27])=[CH:24][CH:25]=2)[C:6]([S:5][CH2:4][CH2:3][C:1]#[N:2])=[CH:11][C:10]=1[NH:12][C:35](=[O:36])[C:34]1[CH:38]=[CH:39][C:31]([OH:30])=[CH:32][CH:33]=1)#[N:17]. The catalyst class is: 37.